Dataset: Catalyst prediction with 721,799 reactions and 888 catalyst types from USPTO. Task: Predict which catalyst facilitates the given reaction. Reactant: [C:1]([CH2:3][NH:4][C:5](=[O:37])[C:6]1[CH:11]=[CH:10][C:9]([CH:12]([O:18][C:19]2[CH:24]=[C:23]([CH3:25])[C:22]([C:26]3[CH:31]=[CH:30][C:29]([C:32]([F:35])([F:34])[F:33])=[CH:28][CH:27]=3)=[C:21]([CH3:36])[CH:20]=2)[CH2:13][C:14]([CH3:17])([CH3:16])[CH3:15])=[CH:8][CH:7]=1)#[N:2].Cl.C(N(CC)CC)C.[N-:46]=[N+:47]=[N-:48].[Na+].Cl. Product: [CH3:36][C:21]1[CH:20]=[C:19]([O:18][CH:12]([C:9]2[CH:8]=[CH:7][C:6]([C:5]([NH:4][CH2:3][C:1]3[NH:48][N:47]=[N:46][N:2]=3)=[O:37])=[CH:11][CH:10]=2)[CH2:13][C:14]([CH3:15])([CH3:16])[CH3:17])[CH:24]=[C:23]([CH3:25])[C:22]=1[C:26]1[CH:27]=[CH:28][C:29]([C:32]([F:35])([F:33])[F:34])=[CH:30][CH:31]=1. The catalyst class is: 93.